This data is from Full USPTO retrosynthesis dataset with 1.9M reactions from patents (1976-2016). The task is: Predict the reactants needed to synthesize the given product. (1) Given the product [Cl:1][C:2]1[N:3]=[C:4]2[CH:9]=[CH:8][C:7]([C:10]#[CH:11])=[N:6][N:5]2[C:16]=1[S:17]([N:20]=[CH:21][N:22]([CH2:27][CH:28]([CH3:30])[CH3:29])[CH2:23][CH:24]([CH3:25])[CH3:26])(=[O:18])=[O:19], predict the reactants needed to synthesize it. The reactants are: [Cl:1][C:2]1[N:3]=[C:4]2[CH:9]=[CH:8][C:7]([C:10]#[C:11][Si](C)(C)C)=[N:6][N:5]2[C:16]=1[S:17]([N:20]=[CH:21][N:22]([CH2:27][CH:28]([CH3:30])[CH3:29])[CH2:23][CH:24]([CH3:26])[CH3:25])(=[O:19])=[O:18].O.[F-].C([N+](CCCC)(CCCC)CCCC)CCC. (2) Given the product [OH:35][CH:36]1[CH2:41][CH2:40][N:39]([CH2:2][C:3]([NH:5][C:6]2[CH:7]=[N:8][C:9]([O:12][C:13]3[CH:14]=[C:15]4[C:20](=[CH:21][CH:22]=3)[O:19][CH:18]([C:23]3[CH:28]=[CH:27][CH:26]=[CH:25][CH:24]=3)[CH2:17][CH2:16]4)=[CH:10][CH:11]=2)=[O:4])[CH2:38][CH2:37]1, predict the reactants needed to synthesize it. The reactants are: Cl[CH2:2][C:3]([NH:5][C:6]1[CH:7]=[N:8][C:9]([O:12][C:13]2[CH:14]=[C:15]3[C:20](=[CH:21][CH:22]=2)[O:19][CH:18]([C:23]2[CH:28]=[CH:27][CH:26]=[CH:25][CH:24]=2)[CH2:17][CH2:16]3)=[CH:10][CH:11]=1)=[O:4].C(=O)([O-])[O-].[K+].[K+].[OH:35][CH:36]1[CH2:41][CH2:40][NH:39][CH2:38][CH2:37]1.O.